From a dataset of Forward reaction prediction with 1.9M reactions from USPTO patents (1976-2016). Predict the product of the given reaction. Given the reactants [CH3:1][C:2]1[N:3]([C:8]2[C:17]3[CH2:16][CH2:15][CH2:14][CH2:13][C:12]=3[C:11]([CH3:18])=[CH:10][CH:9]=2)[C:4]([SH:7])=[N:5][N:6]=1.[Cl:19][C:20]1[C:25]([NH:26][C:27](=[O:30])[CH2:28]Cl)=[CH:24][CH:23]=[CH:22][N:21]=1.C(=O)([O-])[O-].[K+].[K+].O, predict the reaction product. The product is: [Cl:19][C:20]1[C:25]([NH:26][C:27](=[O:30])[CH2:28][S:7][C:4]2[N:3]([C:8]3[C:17]4[CH2:16][CH2:15][CH2:14][CH2:13][C:12]=4[C:11]([CH3:18])=[CH:10][CH:9]=3)[C:2]([CH3:1])=[N:6][N:5]=2)=[CH:24][CH:23]=[CH:22][N:21]=1.